This data is from Full USPTO retrosynthesis dataset with 1.9M reactions from patents (1976-2016). The task is: Predict the reactants needed to synthesize the given product. (1) Given the product [CH3:34][NH:33][C:29]1[N:28]=[C:27]([CH2:26][CH2:25][O:24][C:21]2[CH:22]=[CH:23][C:18]([CH2:17][C@@H:16]([C:42]([O:44][CH3:45])=[O:43])[NH2:15])=[N:19][CH:20]=2)[CH:32]=[CH:31][CH:30]=1, predict the reactants needed to synthesize it. The reactants are: C(O)(C(F)(F)F)=O.C(OC([NH:15][C@H:16]([C:42]([O:44][CH3:45])=[O:43])[CH2:17][C:18]1[CH:23]=[CH:22][C:21]([O:24][CH2:25][CH2:26][C:27]2[CH:32]=[CH:31][CH:30]=[C:29]([N:33](C(OC(C)(C)C)=O)[CH3:34])[N:28]=2)=[CH:20][N:19]=1)=O)(C)(C)C. (2) Given the product [Si:24]([O:14][CH2:1][CH2:2][CH2:3][CH2:4][CH2:5][CH2:6][CH2:7][CH2:8][CH2:9][CH2:10][CH2:11][CH2:12][OH:13])([C:20]([CH3:23])([CH3:22])[CH3:21])([C:31]1[CH:32]=[CH:33][CH:34]=[CH:35][CH:36]=1)[C:25]1[CH:30]=[CH:29][CH:28]=[CH:27][CH:26]=1, predict the reactants needed to synthesize it. The reactants are: [CH2:1]([OH:14])[CH2:2][CH2:3][CH2:4][CH2:5][CH2:6][CH2:7][CH2:8][CH2:9][CH2:10][CH2:11][CH2:12][OH:13].N1C=CN=C1.[C:20]([Si:24](Cl)([C:31]1[CH:36]=[CH:35][CH:34]=[CH:33][CH:32]=1)[C:25]1[CH:30]=[CH:29][CH:28]=[CH:27][CH:26]=1)([CH3:23])([CH3:22])[CH3:21]. (3) Given the product [F:1][C:2]1[C:7](=[O:8])[N:6]([CH3:9])[C:5]([CH2:10][C:11]([N:23]2[C:24]3[C:29](=[C:28]([F:31])[CH:27]=[CH:26][CH:25]=3)[CH2:30][CH:22]2[CH3:21])=[O:13])=[N:4][C:3]=1[N:14]1[CH2:19][CH2:18][O:17][CH2:16][CH2:15]1, predict the reactants needed to synthesize it. The reactants are: [F:1][C:2]1[C:7](=[O:8])[N:6]([CH3:9])[C:5]([CH2:10][C:11]([O-:13])=O)=[N:4][C:3]=1[N:14]1[CH2:19][CH2:18][O:17][CH2:16][CH2:15]1.[Na+].[CH3:21][CH:22]1[CH2:30][C:29]2[C:24](=[CH:25][CH:26]=[CH:27][C:28]=2[F:31])[NH:23]1. (4) Given the product [CH2:25]([O:24][C:18](=[O:23])[CH2:19][C:14]([C:11]1([CH3:17])[CH2:10][CH2:9][N:8]([C:6]([O:5][C:1]([CH3:2])([CH3:3])[CH3:4])=[O:7])[CH2:13][CH2:12]1)=[O:16])[CH3:26], predict the reactants needed to synthesize it. The reactants are: [C:1]([O:5][C:6]([N:8]1[CH2:13][CH2:12][C:11]([CH3:17])([C:14]([OH:16])=O)[CH2:10][CH2:9]1)=[O:7])([CH3:4])([CH3:3])[CH3:2].[C:18]([O:24][CH2:25][CH3:26])(=[O:23])[CH2:19]C([O-])=O.[K+].CCN(CC)CC.[Mg+2].[Cl-].[Cl-]. (5) Given the product [CH3:16][O:17][CH:18]1[CH2:21][N:20]([CH2:22][CH2:23][CH2:24][C:25]2[N:26]=[N+:27]([O-:38])[C:28]3[CH:37]=[C:36]4[C:32]([CH2:33][CH2:34][CH2:35]4)=[CH:31][C:29]=3[N+:30]=2[O-:4])[CH2:19]1, predict the reactants needed to synthesize it. The reactants are: OO.C(OC(C(F)(F)F)=O)(C(F)(F)F)=[O:4].[CH3:16][O:17][CH:18]1[CH2:21][N:20]([CH2:22][CH2:23][CH2:24][C:25]2[N:26]=[N+:27]([O-:38])[C:28]3[CH:37]=[C:36]4[C:32]([CH2:33][CH2:34][CH2:35]4)=[CH:31][C:29]=3[N:30]=2)[CH2:19]1.C(O)(C(F)(F)F)=O. (6) Given the product [CH3:44][C:31]([O:33][C:34]1[CH:35]=[CH:36][C:37]([CH2:40][C:41]([O:1][CH2:2][C:3]2[N:7]([CH2:8][CH2:9][CH2:10][CH2:11][CH2:12][CH2:13][CH2:14][CH3:15])[C:6](=[O:16])[N:5]([CH2:17][C:18]3[CH:23]=[CH:22][C:21]([CH3:24])=[CH:20][CH:19]=3)[N:4]=2)=[O:42])=[CH:38][CH:39]=1)([CH3:32])[C:30]([OH:45])=[O:29], predict the reactants needed to synthesize it. The reactants are: [OH:1][CH2:2][C:3]1[N:7]([CH2:8][CH2:9][CH2:10][CH2:11][CH2:12][CH2:13][CH2:14][CH3:15])[C:6](=[O:16])[N:5]([CH2:17][C:18]2[CH:23]=[CH:22][C:21]([CH3:24])=[CH:20][CH:19]=2)[N:4]=1.C([O:29][C:30](=[O:45])[C:31]([CH3:44])([O:33][C:34]1[CH:39]=[CH:38][C:37]([CH2:40][C:41](O)=[O:42])=[CH:36][CH:35]=1)[CH3:32])(C)(C)C.C(Cl)CCl. (7) Given the product [F:17][C:8]([F:7])([F:16])[C:9]1[CH:10]=[C:11]([S:15][CH2:19][C:20]([O:22][CH3:23])=[O:21])[CH:12]=[CH:13][CH:14]=1, predict the reactants needed to synthesize it. The reactants are: C(=O)([O-])[O-].[K+].[K+].[F:7][C:8]([F:17])([F:16])[C:9]1[CH:10]=[C:11]([SH:15])[CH:12]=[CH:13][CH:14]=1.Br[CH2:19][C:20]([O:22][CH3:23])=[O:21].O. (8) Given the product [CH3:1][C:2]1([CH3:10])[CH2:9][CH2:7][CH2:6][C:4](=[O:5])[CH2:3]1, predict the reactants needed to synthesize it. The reactants are: [CH3:1][C:2]1([CH3:10])[CH2:9][C:7](=O)[CH2:6][C:4](=[O:5])[CH2:3]1.C1(C)C=CC(S(O)(=O)=O)=CC=1. (9) Given the product [CH:25]1([C:28]2[N:33]=[C:32]([NH:34][S:35]([C:38]3[CH:39]=[N:40][C:41]([C:50]4[CH:51]=[CH:52][C:47]([C:45]#[N:46])=[CH:48][CH:49]=4)=[CH:42][CH:43]=3)(=[O:37])=[O:36])[CH:31]=[CH:30][CH:29]=2)[CH2:27][CH2:26]1, predict the reactants needed to synthesize it. The reactants are: CC1N=C(NS(C2C=CC(C3C=CC(Cl)=CC=3)=CC=2)(=O)=O)C=CC=1.[CH:25]1([C:28]2[N:33]=[C:32]([NH:34][S:35]([C:38]3[CH:39]=[N:40][C:41](Cl)=[CH:42][CH:43]=3)(=[O:37])=[O:36])[CH:31]=[CH:30][CH:29]=2)[CH2:27][CH2:26]1.[C:45]([C:47]1[CH:52]=[CH:51][C:50](B(O)O)=[CH:49][CH:48]=1)#[N:46].